From a dataset of Reaction yield outcomes from USPTO patents with 853,638 reactions. Predict the reaction yield, written as a fraction of the theoretical maximum amount of product (1.0 means a 100% yield; for example, 0.34 means a 34% yield). (1) The reactants are [F:1][C:2]([F:11])([F:10])[C:3]1[C:4]([OH:9])=[N:5][CH:6]=[CH:7][CH:8]=1.OS(O)(=O)=O.[N+:17]([O-])([OH:19])=[O:18]. No catalyst specified. The product is [N+:17]([C:7]1[CH:8]=[C:3]([C:2]([F:1])([F:10])[F:11])[C:4]([OH:9])=[N:5][CH:6]=1)([O-:19])=[O:18]. The yield is 0.515. (2) The reactants are [CH:1]([C:3]1[CH:4]=[C:5]2[C:9](=[CH:10][C:11]=1[NH:12][C:13](=[O:15])[CH3:14])[N:8]([C:16]([C:29]1[CH:34]=[CH:33][CH:32]=[CH:31][CH:30]=1)([C:23]1[CH:28]=[CH:27][CH:26]=[CH:25][CH:24]=1)[C:17]1[CH:22]=[CH:21][CH:20]=[CH:19][CH:18]=1)[N:7]=[C:6]2[C:35]1[CH:40]=[CH:39][N:38]=[C:37]([CH3:41])[CH:36]=1)=[O:2].CC(C)=[O:44].OS(O)(=O)=O.O=[Cr](=O)=O. The catalyst is CC(C)=O. The product is [C:13]([NH:12][C:11]1[CH:10]=[C:9]2[C:5]([C:6]([C:35]3[CH:40]=[CH:39][N:38]=[C:37]([CH3:41])[CH:36]=3)=[N:7][N:8]2[C:16]([C:17]2[CH:18]=[CH:19][CH:20]=[CH:21][CH:22]=2)([C:29]2[CH:30]=[CH:31][CH:32]=[CH:33][CH:34]=2)[C:23]2[CH:28]=[CH:27][CH:26]=[CH:25][CH:24]=2)=[CH:4][C:3]=1[C:1]([OH:44])=[O:2])(=[O:15])[CH3:14]. The yield is 0.300. (3) The reactants are [C:1]([O:5][C:6]([NH:8][C@H:9]([CH:13]([CH3:15])[CH3:14])[C:10]([OH:12])=O)=[O:7])([CH3:4])([CH3:3])[CH3:2].[CH2:16]([NH:23][CH2:24][CH2:25][OH:26])[C:17]1[CH:22]=[CH:21][CH:20]=[CH:19][CH:18]=1.CN(C(ON1N=NC2C=CC=NC1=2)=[N+](C)C)C.F[P-](F)(F)(F)(F)F.CCN(CC)CC. The catalyst is C(Cl)Cl.O. The product is [C:1]([O:5][C:6](=[O:7])[NH:8][C@H:9]([CH:13]([CH3:15])[CH3:14])[C:10]([N:23]([CH2:16][C:17]1[CH:22]=[CH:21][CH:20]=[CH:19][CH:18]=1)[CH2:24][CH2:25][OH:26])=[O:12])([CH3:2])([CH3:3])[CH3:4]. The yield is 0.880.